Dataset: Full USPTO retrosynthesis dataset with 1.9M reactions from patents (1976-2016). Task: Predict the reactants needed to synthesize the given product. (1) Given the product [N:13]1([CH2:2][C:3]([OH:5])=[O:4])[CH2:18][CH2:17][NH:16][CH2:15][CH2:14]1, predict the reactants needed to synthesize it. The reactants are: Br[CH:2](C1C=CC=CC=1)[C:3]([O:5]C)=[O:4].[N:13]1(C2C=CC(C#N)=CC=2)[CH2:18][CH2:17][NH:16][CH2:15][CH2:14]1.C([O-])([O-])=O.[Na+].[Na+]. (2) Given the product [OH:26][C:20]1[CH:19]=[C:18]([C@H:12]([N:8]2[C:9](=[O:11])[C:10]3[C:6](=[CH:5][CH:4]=[CH:3][C:2]=3[NH:1][C:37]([CH:34]3[CH2:36][CH2:35]3)=[O:38])[CH2:7]2)[CH2:13][S:14]([CH3:17])(=[O:16])=[O:15])[CH:23]=[CH:22][C:21]=1[OH:24], predict the reactants needed to synthesize it. The reactants are: [NH2:1][C:2]1[CH:3]=[CH:4][CH:5]=[C:6]2[C:10]=1[C:9](=[O:11])[N:8]([C@@H:12]([C:18]1[CH:23]=[CH:22][C:21]([O:24]C)=[C:20]([O:26]CC)[CH:19]=1)[CH2:13][S:14]([CH3:17])(=[O:16])=[O:15])[CH2:7]2.[Si](I)(C)(C)C.[CH:34]1([C:37](Cl)=[O:38])[CH2:36][CH2:35]1. (3) Given the product [CH3:1][C:2]1[N:6]([CH2:7][C:8]2[C:16]3[O:15][C:14]([C:17]4[CH:18]=[CH:19][CH:20]=[CH:21][CH:22]=4)=[CH:13][C:12]=3[CH:11]=[C:10]([S:23]([CH3:26])(=[O:25])=[O:24])[CH:9]=2)[N:5]=[C:4]([C:27]([NH:44][CH:41]2[CH2:42][CH2:43][O:38][CH2:39][CH2:40]2)=[O:29])[CH:3]=1, predict the reactants needed to synthesize it. The reactants are: [CH3:1][C:2]1[N:6]([CH2:7][C:8]2[C:16]3[O:15][C:14]([C:17]4[CH:22]=[CH:21][CH:20]=[CH:19][CH:18]=4)=[CH:13][C:12]=3[CH:11]=[C:10]([S:23]([CH3:26])(=[O:25])=[O:24])[CH:9]=2)[N:5]=[C:4]([C:27]([OH:29])=O)[CH:3]=1.C(N1CCOCC1)C.[O:38]1[CH2:43][CH2:42][CH:41]([NH2:44])[CH2:40][CH2:39]1.O.ON1C2C=CC=CC=2N=N1.CN(C)CCCN=C=NCC. (4) The reactants are: C([O-])([O-])=O.[K+].[K+].[C@@H]1(N)CCCC[C@H]1N.[NH:15]1[CH2:19][CH2:18][CH2:17][C:16]1=[O:20].Cl[C:22]1[CH:27]=[CH:26][C:25]([CH3:28])=[CH:24][CH:23]=1. Given the product [CH3:28][C:25]1[CH:26]=[CH:27][C:22]([N:15]2[CH2:19][CH2:18][CH2:17][C:16]2=[O:20])=[CH:23][CH:24]=1, predict the reactants needed to synthesize it. (5) Given the product [F:37][C:24]1[CH:23]=[C:22]([C:21]2[N:20]=[C:10]([C:8]3[CH:7]=[CH:6][C:5]([C:13]4[CH:18]=[CH:17][CH:16]=[CH:15][C:14]=4[CH3:19])=[C:4]([CH2:3][O:2][CH3:1])[CH:9]=3)[O:12][N:38]=2)[CH:36]=[CH:35][C:25]=1[O:26][CH2:27][C:28]([O:30][C:31]([CH3:34])([CH3:33])[CH3:32])=[O:29], predict the reactants needed to synthesize it. The reactants are: [CH3:1][O:2][CH2:3][C:4]1[CH:9]=[C:8]([C:10]([OH:12])=O)[CH:7]=[CH:6][C:5]=1[C:13]1[CH:18]=[CH:17][CH:16]=[CH:15][C:14]=1[CH3:19].[NH2:20][C:21](=[N:38]O)[C:22]1[CH:36]=[CH:35][C:25]([O:26][CH2:27][C:28]([O:30][C:31]([CH3:34])([CH3:33])[CH3:32])=[O:29])=[C:24]([F:37])[CH:23]=1. (6) Given the product [Cl:1][C:2]1[CH:27]=[CH:26][C:5]([O:6][C:7]2[CH:12]=[CH:11][C:10]([C:13]3[C:17]4[CH:18]=[C:19]([O:22][C@@H:29]([CH3:31])[C:28]([OH:33])=[O:32])[CH:20]=[CH:21][C:16]=4[O:15][CH:14]=3)=[C:9]([CH2:23][CH2:24][CH3:25])[CH:8]=2)=[CH:4][CH:3]=1, predict the reactants needed to synthesize it. The reactants are: [Cl:1][C:2]1[CH:27]=[CH:26][C:5]([O:6][C:7]2[CH:12]=[CH:11][C:10]([C:13]3[C:17]4[CH:18]=[C:19]([OH:22])[CH:20]=[CH:21][C:16]=4[O:15][CH:14]=3)=[C:9]([CH2:23][CH2:24][CH3:25])[CH:8]=2)=[CH:4][CH:3]=1.[C:28]([O:33]C)(=[O:32])[C@@H:29]([CH3:31])O. (7) Given the product [NH:11]1[C:6]2[C:3](=[CH:2][CH:9]=[CH:8][CH:7]=2)[C:4]([NH2:5])=[N:12]1, predict the reactants needed to synthesize it. The reactants are: F[C:2]1[CH:9]=[CH:8][CH:7]=[CH:6][C:3]=1[C:4]#[N:5].O.[NH2:11][NH2:12].C(O)CCC.